This data is from Catalyst prediction with 721,799 reactions and 888 catalyst types from USPTO. The task is: Predict which catalyst facilitates the given reaction. (1) Reactant: [CH:1]1([CH2:4][N:5]([CH2:24][CH2:25][CH3:26])[C:6]2[N:11]=[CH:10][N:9]=[C:8]([C:12]([NH:14][C:15]3[CH:20]=[CH:19][C:18]([CH:21]=O)=[CH:17][C:16]=3[CH3:23])=[O:13])[CH:7]=2)[CH2:3][CH2:2]1.Cl.[NH2:28][CH:29]([CH3:37])[C:30]([O:32][C:33]([CH3:36])([CH3:35])[CH3:34])=[O:31].C(=O)([O-])[O-].C(O[BH-](OC(=O)C)OC(=O)C)(=O)C. The catalyst class is: 2. Product: [CH:1]1([CH2:4][N:5]([CH2:24][CH2:25][CH3:26])[C:6]2[N:11]=[CH:10][N:9]=[C:8]([C:12]([NH:14][C:15]3[CH:20]=[CH:19][C:18]([CH2:21][NH:28][CH:29]([CH3:37])[C:30]([O:32][C:33]([CH3:36])([CH3:35])[CH3:34])=[O:31])=[CH:17][C:16]=3[CH3:23])=[O:13])[CH:7]=2)[CH2:3][CH2:2]1. (2) Reactant: Br[C:2]1[CH:9]=[C:8]([O:10][C:11]2[CH:16]=[CH:15][CH:14]=[CH:13][CH:12]=2)[CH:7]=[CH:6][C:3]=1[CH:4]=[O:5].[B:17]1([B:17]2[O:21][C:20]([CH3:23])([CH3:22])[C:19]([CH3:25])([CH3:24])[O:18]2)[O:21][C:20]([CH3:23])([CH3:22])[C:19]([CH3:25])([CH3:24])[O:18]1.CC([O-])=O.[K+]. Product: [O:10]([C:8]1[CH:7]=[CH:6][C:3]([CH:4]=[O:5])=[C:2]([B:17]2[O:21][C:20]([CH3:23])([CH3:22])[C:19]([CH3:25])([CH3:24])[O:18]2)[CH:9]=1)[C:11]1[CH:16]=[CH:15][CH:14]=[CH:13][CH:12]=1. The catalyst class is: 75. (3) Reactant: Br[C:2]1[CH:3]=[CH:4][C:5]2[N:6]([C:15]3[CH:20]=[CH:19][CH:18]=[CH:17][CH:16]=3)[C:7]3[C:12]([C:13]=2[CH:14]=1)=[CH:11][CH:10]=[CH:9][CH:8]=3.C([Li])CCC.C(O[B:30]1[O:34][C:33]([CH3:36])([CH3:35])[C:32]([CH3:38])([CH3:37])[O:31]1)(C)C.O. Product: [C:5]1([N:6]2[C:15]3[CH:20]=[CH:19][C:18]([B:30]4[O:34][C:33]([CH3:36])([CH3:35])[C:32]([CH3:38])([CH3:37])[O:31]4)=[CH:17][C:16]=3[C:12]3[C:7]2=[CH:8][CH:9]=[CH:10][CH:11]=3)[CH:4]=[CH:3][CH:2]=[CH:14][CH:13]=1. The catalyst class is: 1. (4) Reactant: [CH:1]1([C:7]2[CH:16]=[CH:15][C:14]3[C:9](=[CH:10][CH:11]=[CH:12][CH:13]=3)[N:8]=2)[CH2:6][CH2:5][CH2:4][CH2:3][CH2:2]1.C([BH3-])#N.[Na+].[OH-].[Na+]. Product: [CH:1]1([CH:7]2[CH2:16][CH2:15][C:14]3[C:9](=[CH:10][CH:11]=[CH:12][CH:13]=3)[NH:8]2)[CH2:2][CH2:3][CH2:4][CH2:5][CH2:6]1. The catalyst class is: 15. (5) Reactant: [NH2:1][C:2]1[C:6]([C:7]2[CH:12]=[CH:11][CH:10]=[CH:9][CH:8]=2)=[CH:5][S:4][C:3]=1[C:13]([NH:15][C:16]1[CH:21]=[CH:20][C:19]([O:22][CH3:23])=[CH:18][CH:17]=1)=[O:14].[C:24](OCC)(OCC)(OCC)[CH3:25].C(O)(=O)C.C(OCC)C. Product: [CH3:23][O:22][C:19]1[CH:18]=[CH:17][C:16]([N:15]2[C:13](=[O:14])[C:3]3[S:4][CH:5]=[C:6]([C:7]4[CH:8]=[CH:9][CH:10]=[CH:11][CH:12]=4)[C:2]=3[N:1]=[C:24]2[CH3:25])=[CH:21][CH:20]=1. The catalyst class is: 25.